The task is: Predict the reactants needed to synthesize the given product.. This data is from Full USPTO retrosynthesis dataset with 1.9M reactions from patents (1976-2016). (1) Given the product [F:22][C:2]([F:1])([F:21])[O:3][C:4]1[CH:5]=[C:6]([CH:18]=[CH:19][CH:20]=1)[CH2:7][C:8]1[O:12][N:11]=[C:10]([C:13]([OH:15])=[O:14])[CH:9]=1, predict the reactants needed to synthesize it. The reactants are: [F:1][C:2]([F:22])([F:21])[O:3][C:4]1[CH:5]=[C:6]([CH:18]=[CH:19][CH:20]=1)[CH2:7][C:8]1[O:12][N:11]=[C:10]([C:13]([O:15]CC)=[O:14])[CH:9]=1.C(O)C.[OH-].[Na+]. (2) Given the product [S:36]([OH:39])(=[O:38])(=[O:37])[CH3:35].[NH:1]1[CH:5]=[C:4]([CH2:6][N:7]2[C:13]3[CH:14]=[CH:15][C:16]([C:18]#[N:19])=[CH:17][C:12]=3[CH2:11][N:10]([S:20]([C:23]3[S:24][CH:25]=[CH:26][CH:27]=3)(=[O:21])=[O:22])[C@H:9]([CH2:28][C:29]3[CH:30]=[CH:31][CH:32]=[CH:33][CH:34]=3)[CH2:8]2)[N:3]=[CH:2]1, predict the reactants needed to synthesize it. The reactants are: [NH:1]1[CH:5]=[C:4]([CH2:6][N:7]2[C:13]3[CH:14]=[CH:15][C:16]([C:18]#[N:19])=[CH:17][C:12]=3[CH2:11][N:10]([S:20]([C:23]3[S:24][CH:25]=[CH:26][CH:27]=3)(=[O:22])=[O:21])[C@H:9]([CH2:28][C:29]3[CH:34]=[CH:33][CH:32]=[CH:31][CH:30]=3)[CH2:8]2)[N:3]=[CH:2]1.[CH3:35][S:36]([OH:39])(=[O:38])=[O:37]. (3) Given the product [C:1]([C:4]1[CH:5]=[N:6][C:7]2[C:12]([C:13]=1[NH:14][C:15]1[CH:16]=[CH:17][C:18]([N:21]3[CH2:26][CH2:25][CH2:24][C@@H:23]([NH:27][C:28](=[O:34])[O:29][C:30]([CH3:33])([CH3:32])[CH3:31])[CH2:22]3)=[N:19][CH:20]=1)=[N:11][C:10]([C:41]1[CH:40]=[C:39]([Cl:52])[C:38]([OH:53])=[C:37]([Cl:36])[CH:42]=1)=[CH:9][CH:8]=2)(=[O:3])[CH3:2], predict the reactants needed to synthesize it. The reactants are: [C:1]([C:4]1[CH:5]=[N:6][C:7]2[C:12]([C:13]=1[NH:14][C:15]1[CH:16]=[CH:17][C:18]([N:21]3[CH2:26][CH2:25][CH2:24][C@@H:23]([NH:27][C:28](=[O:34])[O:29][C:30]([CH3:33])([CH3:32])[CH3:31])[CH2:22]3)=[N:19][CH:20]=1)=[N:11][C:10](Cl)=[CH:9][CH:8]=2)(=[O:3])[CH3:2].[Cl:36][C:37]1[CH:42]=[C:41](B2OC(C)(C)C(C)(C)O2)[CH:40]=[C:39]([Cl:52])[C:38]=1[OH:53].